This data is from Forward reaction prediction with 1.9M reactions from USPTO patents (1976-2016). The task is: Predict the product of the given reaction. Given the reactants [CH2:1]([O:3][C:4]([C:6]1([C:9]2[CH:14]=[CH:13][C:12]([C:15]3[CH:20]=[CH:19][C:18]([C:21]4[O:25][N:24]=[C:23]([CH3:26])[C:22]=4[CH2:27][C:28]([O:30]CC4C=CC=CC=4)=[O:29])=[CH:17][CH:16]=3)=[CH:11][CH:10]=2)[CH2:8][CH2:7]1)=[O:5])[CH3:2].I[CH3:39], predict the reaction product. The product is: [CH2:1]([O:3][C:4]([C:6]1([C:9]2[CH:14]=[CH:13][C:12]([C:15]3[CH:16]=[CH:17][C:18]([C:21]4[O:25][N:24]=[C:23]([CH3:26])[C:22]=4[CH:27]([C:28]([OH:30])=[O:29])[CH3:39])=[CH:19][CH:20]=3)=[CH:11][CH:10]=2)[CH2:7][CH2:8]1)=[O:5])[CH3:2].